Dataset: Reaction yield outcomes from USPTO patents with 853,638 reactions. Task: Predict the reaction yield, written as a fraction of the theoretical maximum amount of product (1.0 means a 100% yield; for example, 0.34 means a 34% yield). (1) The product is [CH3:1][O:2][C:3]1[CH:4]=[C:5]2[C:10](=[CH:11][C:12]=1[O:13][CH3:14])[N:9]=[CH:8][N:7]=[C:6]2[O:15][C:16]1[CH:17]=[C:18]([NH:19][C:32]([NH:31][C:29]2[N:28]([C:41]3[CH:42]=[CH:43][CH:44]=[CH:45][CH:46]=3)[N:27]=[C:26]([CH:23]([CH3:25])[CH3:24])[CH:30]=2)=[O:33])[CH:20]=[CH:21][CH:22]=1. The yield is 0.600. The catalyst is C1COCC1.CN(C1C=CN=CC=1)C. The reactants are [CH3:1][O:2][C:3]1[CH:4]=[C:5]2[C:10](=[CH:11][C:12]=1[O:13][CH3:14])[N:9]=[CH:8][N:7]=[C:6]2[O:15][C:16]1[CH:17]=[C:18]([CH:20]=[CH:21][CH:22]=1)[NH2:19].[CH:23]([C:26]1[CH:30]=[C:29]([NH:31][C:32](=O)[O:33]C2C=CC=CC=2)[N:28]([C:41]2[CH:46]=[CH:45][CH:44]=[CH:43][CH:42]=2)[N:27]=1)([CH3:25])[CH3:24]. (2) The reactants are C(O[K])(C)(C)C.[OH:7][C:8]1[CH:15]=[CH:14][CH:13]=[CH:12][C:9]=1[CH:10]=[O:11].Cl[CH2:17][O:18][CH3:19]. The catalyst is CN(C=O)C. The product is [CH3:17][O:18][CH2:19][O:7][C:8]1[CH:15]=[CH:14][CH:13]=[CH:12][C:9]=1[CH:10]=[O:11]. The yield is 0.800. (3) The reactants are [Cl:1][C:2]1[CH:3]=[C:4]([C:9]2([CH:14]([OH:22])[CH2:15][N:16]3[CH2:21][CH2:20][CH2:19][CH2:18][CH2:17]3)[CH2:13][CH2:12][CH2:11][CH2:10]2)[CH:5]=[CH:6][C:7]=1[Cl:8].Cl. The catalyst is O1CCOCC1. The product is [Cl-:1].[Cl:1][C:2]1[CH:3]=[C:4]([C:9]2([CH:14]([OH:22])[CH2:15][NH+:16]3[CH2:17][CH2:18][CH2:19][CH2:20][CH2:21]3)[CH2:10][CH2:11][CH2:12][CH2:13]2)[CH:5]=[CH:6][C:7]=1[Cl:8]. The yield is 0.770.